This data is from Forward reaction prediction with 1.9M reactions from USPTO patents (1976-2016). The task is: Predict the product of the given reaction. (1) Given the reactants [Cl:1][C:2]1[CH:25]=[CH:24][C:5]([CH2:6][N:7]2[C:15]3[C:10](=[CH:11][C:12](/[CH:16]=[C:17]4/[C:18](=[O:23])[NH:19][C:20](=[O:22])[S:21]/4)=[CH:13][CH:14]=3)[CH:9]=[N:8]2)=[C:4]([C:26]([F:29])([F:28])[F:27])[CH:3]=1.[S:30]1[CH:34]=[C:33]([CH2:35]O)[N:32]=[CH:31]1, predict the reaction product. The product is: [Cl:1][C:2]1[CH:25]=[CH:24][C:5]([CH2:6][N:7]2[C:15]3[C:10](=[CH:11][C:12](/[CH:16]=[C:17]4/[C:18](=[O:23])[N:19]([CH2:35][C:33]5[N:32]=[CH:31][S:30][CH:34]=5)[C:20](=[O:22])[S:21]/4)=[CH:13][CH:14]=3)[CH:9]=[N:8]2)=[C:4]([C:26]([F:27])([F:29])[F:28])[CH:3]=1. (2) Given the reactants [F:1][C:2]([F:16])([F:15])[C:3]1[NH:4][C:5]2[C:10]([CH:11]=1)=[CH:9][C:8]([C:12]#[N:13])=[CH:7][C:6]=2[Br:14], predict the reaction product. The product is: [F:16][C:2]([F:1])([F:15])[C:3]1[NH:4][C:5]2[C:10]([CH:11]=1)=[CH:9][C:8]([CH2:12][NH2:13])=[CH:7][C:6]=2[Br:14].